Dataset: NCI-60 drug combinations with 297,098 pairs across 59 cell lines. Task: Regression. Given two drug SMILES strings and cell line genomic features, predict the synergy score measuring deviation from expected non-interaction effect. (1) Drug 1: C1=NC2=C(N=C(N=C2N1C3C(C(C(O3)CO)O)O)F)N. Drug 2: CC1CCCC2(C(O2)CC(NC(=O)CC(C(C(=O)C(C1O)C)(C)C)O)C(=CC3=CSC(=N3)C)C)C. Cell line: ACHN. Synergy scores: CSS=68.3, Synergy_ZIP=3.88, Synergy_Bliss=2.46, Synergy_Loewe=9.07, Synergy_HSA=9.89. (2) Drug 1: C1=CN(C=N1)CC(O)(P(=O)(O)O)P(=O)(O)O. Drug 2: C1CCC(C(C1)N)N.C(=O)(C(=O)[O-])[O-].[Pt+4]. Cell line: RXF 393. Synergy scores: CSS=7.49, Synergy_ZIP=-3.41, Synergy_Bliss=-1.99, Synergy_Loewe=-1.56, Synergy_HSA=-0.839. (3) Drug 1: CC(C)(C#N)C1=CC(=CC(=C1)CN2C=NC=N2)C(C)(C)C#N. Drug 2: CC1=C2C(C(=O)C3(C(CC4C(C3C(C(C2(C)C)(CC1OC(=O)C(C(C5=CC=CC=C5)NC(=O)OC(C)(C)C)O)O)OC(=O)C6=CC=CC=C6)(CO4)OC(=O)C)O)C)O. Cell line: HS 578T. Synergy scores: CSS=4.42, Synergy_ZIP=0.279, Synergy_Bliss=2.18, Synergy_Loewe=-0.0196, Synergy_HSA=-0.888. (4) Drug 1: C(CC(=O)O)C(=O)CN.Cl. Drug 2: CC(C)CN1C=NC2=C1C3=CC=CC=C3N=C2N. Cell line: MOLT-4. Synergy scores: CSS=9.25, Synergy_ZIP=-0.700, Synergy_Bliss=-1.90, Synergy_Loewe=-0.755, Synergy_HSA=-1.88. (5) Drug 1: C1C(C(OC1N2C=NC3=C2NC=NCC3O)CO)O. Drug 2: C1CCC(C(C1)N)N.C(=O)(C(=O)[O-])[O-].[Pt+4]. Cell line: SK-OV-3. Synergy scores: CSS=-0.0815, Synergy_ZIP=0.380, Synergy_Bliss=1.86, Synergy_Loewe=0.955, Synergy_HSA=1.07. (6) Drug 1: CCCCCOC(=O)NC1=NC(=O)N(C=C1F)C2C(C(C(O2)C)O)O. Drug 2: CN(CCCl)CCCl.Cl. Cell line: RPMI-8226. Synergy scores: CSS=39.3, Synergy_ZIP=-4.36, Synergy_Bliss=-3.27, Synergy_Loewe=-1.33, Synergy_HSA=0.442.